Task: Predict the product of the given reaction.. Dataset: Forward reaction prediction with 1.9M reactions from USPTO patents (1976-2016) (1) Given the reactants FC(F)(F)C([NH:5][C:6]1[CH:11]=[C:10]([O:12][C:13]2[CH:18]=[CH:17][C:16]([CH:19]=O)=[CH:15][CH:14]=2)[C:9]([F:21])=[CH:8][C:7]=1[N+:22]([O-:24])=[O:23])=O.[NH2:27][CH:28]1[CH2:36][C:35]2[C:30](=[CH:31][CH:32]=[CH:33][CH:34]=2)[CH2:29]1.C(O)(=O)C.[BH-](OC(C)=O)(OC(C)=O)OC(C)=O.[Na+], predict the reaction product. The product is: [NH2:5][C:6]1[C:7]([N+:22]([O-:24])=[O:23])=[CH:8][C:9]([F:21])=[C:10]([O:12][C:13]2[CH:14]=[CH:15][C:16]([CH2:19][NH:27][CH:28]3[CH2:36][C:35]4[C:30](=[CH:31][CH:32]=[CH:33][CH:34]=4)[CH2:29]3)=[CH:17][CH:18]=2)[CH:11]=1. (2) Given the reactants COC1C=CC(C2NC=C(C(OCC)=O)C=2)=CC=1.FC1C=CC(S(Cl)(=O)=O)=CC=1.[F:30][C:31]1[CH:36]=[CH:35][C:34]([S:37]([N:40]2[C:44]([C:45]3[CH:50]=[CH:49][C:48]([O:51][CH3:52])=[CH:47][CH:46]=3)=[CH:43][C:42]([C:53](OCC)=[O:54])=[CH:41]2)(=[O:39])=[O:38])=[CH:33][CH:32]=1, predict the reaction product. The product is: [F:30][C:31]1[CH:32]=[CH:33][C:34]([S:37]([N:40]2[C:44]([C:45]3[CH:50]=[CH:49][C:48]([O:51][CH3:52])=[CH:47][CH:46]=3)=[CH:43][C:42]([CH:53]=[O:54])=[CH:41]2)(=[O:39])=[O:38])=[CH:35][CH:36]=1. (3) Given the reactants COC(=O)[C:4]1[CH:9]=[CH:8][C:7]([Cl:10])=[C:6](Br)[CH:5]=1.[F:13][C:14]1[CH:19]=[CH:18][C:17]([O:20][CH3:21])=[CH:16][C:15]=1B(O)O.[C:25](=[O:28])([O-])[O-:26].[K+].[K+].[CH3:31]N(C=O)C, predict the reaction product. The product is: [CH3:31][O:26][C:25]([C:5]1[CH:6]=[C:7]([Cl:10])[CH:8]=[C:9]([C:15]2[CH:16]=[C:17]([O:20][CH3:21])[CH:18]=[CH:19][C:14]=2[F:13])[CH:4]=1)=[O:28]. (4) Given the reactants [C:1]([O:4][C@@H:5]([C:9]1[CH:14]=[CH:13][CH:12]=[CH:11][CH:10]=1)[C:6]([OH:8])=[O:7])(=[O:3])[CH3:2].[Cl:15][C:16]1[CH:17]=[N+:18]([O-:41])[CH:19]=[C:20]([Cl:40])[C:21]=1[CH2:22][C@@H:23]([C:25]1[CH:30]=[CH:29][C:28]([O:31][CH:32]([F:34])[F:33])=[C:27]([O:35][CH2:36][CH:37]2[CH2:39][CH2:38]2)[CH:26]=1)O.C(Cl)CCl, predict the reaction product. The product is: [C:1]([O:4][C@@H:5]([C:9]1[CH:14]=[CH:13][CH:12]=[CH:11][CH:10]=1)[C:6]([O:8][C@H:23]([C:25]1[CH:30]=[CH:29][C:28]([O:31][CH:32]([F:33])[F:34])=[C:27]([O:35][CH2:36][CH:37]2[CH2:38][CH2:39]2)[CH:26]=1)[CH2:22][C:21]1[C:20]([Cl:40])=[CH:19][N+:18]([O-:41])=[CH:17][C:16]=1[Cl:15])=[O:7])(=[O:3])[CH3:2]. (5) The product is: [Cl:1][C:2]1[CH:3]=[C:4]([C:11]2[CH:15]=[CH:14][N:13]([CH2:16][C@@H:17]([NH:19][C:20]([C:22]3[O:26][N:25]=[C:24]([C:27]4[N:28]=[CH:29][NH:30][CH:31]=4)[N:23]=3)=[O:21])[CH3:18])[N:12]=2)[CH:5]=[C:6]([F:10])[C:7]=1[C:8]#[N:9]. Given the reactants [Cl:1][C:2]1[CH:3]=[C:4]([C:11]2[CH:15]=[CH:14][N:13]([CH2:16][C@@H:17]([NH:19][C:20]([C:22]3[O:26][N:25]=[C:24]([C:27]4[N:28]=[CH:29][N:30](C(C5C=CC=CC=5)(C5C=CC=CC=5)C5C=CC=CC=5)[CH:31]=4)[N:23]=3)=[O:21])[CH3:18])[N:12]=2)[CH:5]=[C:6]([F:10])[C:7]=1[C:8]#[N:9].C1COCC1.C(O)=O, predict the reaction product. (6) Given the reactants [CH3:1][C:2]1[CH:17]=[C:5]2[N:6]=[C:7]([NH2:16])[CH:8]=[C:9]([C:10]3[CH:15]=[CH:14][CH:13]=[CH:12][CH:11]=3)[N:4]2[N:3]=1.[F:18][C:19]([F:31])([F:30])[S:20][C:21]1[CH:29]=[CH:28][C:24]([C:25](Cl)=[O:26])=[CH:23][CH:22]=1, predict the reaction product. The product is: [CH3:1][C:2]1[CH:17]=[C:5]2[N:6]=[C:7]([NH:16][C:25](=[O:26])[C:24]3[CH:28]=[CH:29][C:21]([S:20][C:19]([F:31])([F:18])[F:30])=[CH:22][CH:23]=3)[CH:8]=[C:9]([C:10]3[CH:15]=[CH:14][CH:13]=[CH:12][CH:11]=3)[N:4]2[N:3]=1. (7) The product is: [Br:21][C:9]1[CH:8]=[C:7]2[C@@:5]3([CH2:4][O:3][C:2]([NH2:1])=[N:6]3)[C:19]3[C:14](=[N:15][CH:16]=[C:17]([O:20][CH2:33][C:34]([CH3:37])([CH3:36])[CH3:35])[CH:18]=3)[O:13][C:12]2=[CH:11][CH:10]=1. Given the reactants [NH2:1][C:2]1[O:3][CH2:4][C@:5]2([C:19]3[C:14](=[N:15][CH:16]=[C:17]([OH:20])[CH:18]=3)[O:13][C:12]3[C:7]2=[CH:8][C:9]([Br:21])=[CH:10][CH:11]=3)[N:6]=1.CN(C=O)C.C(=O)([O-])[O-].[Cs+].[Cs+].[CH2:33](I)[C:34]([CH3:37])([CH3:36])[CH3:35], predict the reaction product.